This data is from Full USPTO retrosynthesis dataset with 1.9M reactions from patents (1976-2016). The task is: Predict the reactants needed to synthesize the given product. (1) Given the product [NH2:8][CH2:9][C:10]1[CH:47]=[CH:46][C:13]2[N:14]([CH2:35][CH2:36][CH2:37][CH2:38][O:39][C:40](=[O:45])[C:41]([CH3:43])([CH3:44])[CH3:42])[C:15]([CH2:17][N:18]3[C:27]4[C:22](=[CH:23][CH:24]=[CH:25][CH:26]=4)[C:21](=[O:28])[N:20]([CH2:29][C:30]([F:33])([F:31])[F:32])[C:19]3=[O:34])=[N:16][C:12]=2[CH:11]=1, predict the reactants needed to synthesize it. The reactants are: C(OC([NH:8][CH2:9][C:10]1[CH:47]=[CH:46][C:13]2[N:14]([CH2:35][CH2:36][CH2:37][CH2:38][O:39][C:40](=[O:45])[C:41]([CH3:44])([CH3:43])[CH3:42])[C:15]([CH2:17][N:18]3[C:27]4[C:22](=[CH:23][CH:24]=[CH:25][CH:26]=4)[C:21](=[O:28])[N:20]([CH2:29][C:30]([F:33])([F:32])[F:31])[C:19]3=[O:34])=[N:16][C:12]=2[CH:11]=1)=O)(C)(C)C.C(O)(C(F)(F)F)=O.Cl.O1CCOCC1. (2) Given the product [CH3:30][C:31]1([CH3:38])[C:35]([CH3:37])([CH3:36])[O:34][B:33]([C:17]2[CH:18]=[CH:19][CH:20]=[CH:21][C:16]=2[CH:9]([CH3:8])[C:10]#[C:11][Si:12]([CH3:15])([CH3:14])[CH3:13])[O:32]1, predict the reactants needed to synthesize it. The reactants are: CCN(CC)CC.[CH3:8][CH:9]([C:16]1[CH:21]=[CH:20][CH:19]=[CH:18][C:17]=1OS(C(F)(F)F)(=O)=O)[C:10]#[C:11][Si:12]([CH3:15])([CH3:14])[CH3:13].[CH3:30][C:31]1([CH3:38])[C:35]([CH3:37])([CH3:36])[O:34][BH:33][O:32]1. (3) The reactants are: [CH3:1][C:2]1([CH3:19])[O:8][CH2:7][C@@H:6]([OH:9])[C@H:5]([NH:10][C@H](C2C=CC=CC=2)C)[CH2:4][O:3]1. Given the product [NH2:10][C@@H:5]1[CH2:4][O:3][C:2]([CH3:1])([CH3:19])[O:8][CH2:7][C@H:6]1[OH:9], predict the reactants needed to synthesize it. (4) Given the product [CH3:10][O:9][C:6]1[CH:7]=[CH:8][C:3]([CH2:2][N:17]2[CH:21]=[C:20]([C:22]([O:24][CH2:25][CH3:26])=[O:23])[CH:19]=[N:18]2)=[CH:4][CH:5]=1, predict the reactants needed to synthesize it. The reactants are: Cl[CH2:2][C:3]1[CH:8]=[CH:7][C:6]([O:9][CH3:10])=[CH:5][CH:4]=1.C([O-])([O-])=O.[K+].[K+].[NH:17]1[CH:21]=[C:20]([C:22]([O:24][CH2:25][CH3:26])=[O:23])[CH:19]=[N:18]1. (5) Given the product [N:1]([C@@H:4]([CH:41]([C:49]1[CH:54]=[CH:53][CH:52]=[C:51]([F:55])[CH:50]=1)[C:42]1[CH:47]=[CH:46][CH:45]=[C:44]([F:48])[CH:43]=1)[C:5]([NH:7][C:8]1[CH:13]=[CH:12][CH:11]=[C:10]([F:14])[C:9]=1[CH2:15][CH2:16][C@@H:17]1[N:31]([S:32]([C:35]2[CH:40]=[CH:39][CH:38]=[CH:37][CH:36]=2)(=[O:33])=[O:34])[C@@H:28]([CH3:29])[CH2:27][N:19]([C:20]([O:21][C:22]([CH3:23])([CH3:25])[CH3:24])=[O:26])[CH2:18]1)=[O:6])=[N+:2]=[N-:3], predict the reactants needed to synthesize it. The reactants are: [N:1]([C@@H:4]([CH:41]([C:49]1[CH:54]=[CH:53][CH:52]=[C:51]([F:55])[CH:50]=1)[C:42]1[CH:47]=[CH:46][CH:45]=[C:44]([F:48])[CH:43]=1)[C:5]([NH:7][C:8]1[CH:13]=[CH:12][CH:11]=[C:10]([F:14])[C:9]=1[CH2:15][CH2:16][C@H:17]([NH:31][S:32]([C:35]1[CH:40]=[CH:39][CH:38]=[CH:37][CH:36]=1)(=[O:34])=[O:33])[CH2:18][N:19]([CH2:27][C@H:28](O)[CH3:29])[C:20](=[O:26])[O:21][C:22]([CH3:25])([CH3:24])[CH3:23])=[O:6])=[N+:2]=[N-:3].CC(OC(/N=N/C(OC(C)C)=O)=O)C.C1(P(C2C=CC=CC=2)C2C=CC=CC=2)C=CC=CC=1. (6) Given the product [O:1]1[CH2:6][CH2:5][CH2:4][O:3][CH:2]1[C:7]1[CH:12]=[CH:11][C:10]([C:13]2[S:14][C:15]3[C:20]([N:21]=2)=[CH:19][CH:18]=[C:17]([CH2:30][C:31]2[CH:36]=[CH:35][CH:34]=[CH:33][CH:32]=2)[N:16]=3)=[C:9]([F:23])[CH:8]=1, predict the reactants needed to synthesize it. The reactants are: [O:1]1[CH2:6][CH2:5][CH2:4][O:3][CH:2]1[C:7]1[CH:12]=[CH:11][C:10]([C:13]2[S:14][C:15]3[C:20]([N:21]=2)=[CH:19][CH:18]=[C:17](Cl)[N:16]=3)=[C:9]([F:23])[CH:8]=1.C1COCC1.[Br-].[CH2:30]([Zn+])[C:31]1[CH:36]=[CH:35][CH:34]=[CH:33][CH:32]=1. (7) Given the product [C:17]([C:19]1[CH:20]=[CH:21][C:22]([N:25]2[CH:29]=[CH:28][C:27]([O:30][CH2:2][C:3]3[C:8]([CH3:9])=[CH:7][CH:6]=[CH:5][C:4]=3[N:10]3[C:14](=[O:15])[N:13]([CH3:16])[N:12]=[N:11]3)=[N:26]2)=[CH:23][CH:24]=1)#[N:18], predict the reactants needed to synthesize it. The reactants are: Br[CH2:2][C:3]1[C:8]([CH3:9])=[CH:7][CH:6]=[CH:5][C:4]=1[N:10]1[C:14](=[O:15])[N:13]([CH3:16])[N:12]=[N:11]1.[C:17]([C:19]1[CH:24]=[CH:23][C:22]([N:25]2[CH:29]=[CH:28][C:27]([OH:30])=[N:26]2)=[CH:21][CH:20]=1)#[N:18].C(=O)([O-])[O-].[K+].[K+].C(#N)C. (8) Given the product [F:1][C:2]1[CH:3]=[CH:4][C:5]([CH2:6][N:7]2[CH2:16][CH2:15][C:14]3[C:9](=[C:10]([OH:24])[C:11](=[O:23])[N:12]([CH3:22])[C:13]=3[N:17]([CH3:21])[C:18](=[O:20])[CH3:19])[C:8]2=[O:26])=[CH:27][CH:28]=1, predict the reactants needed to synthesize it. The reactants are: [F:1][C:2]1[CH:28]=[CH:27][C:5]([CH2:6][N:7]2[CH2:16][CH2:15][C:14]3[C:9](=[C:10]([O:24]C)[C:11](=[O:23])[N:12]([CH3:22])[C:13]=3[N:17]([CH3:21])[C:18](=[O:20])[CH3:19])[C:8]2=[O:26])=[CH:4][CH:3]=1.Br.O. (9) Given the product [C:1]([C:5]1[C:14]2[C:9](=[CH:10][CH:11]=[CH:12][CH:13]=2)[N:8]=[C:7]([CH3:15])[C:6]=1[CH:16]([OH:22])[C:17]([O:19][CH2:20][CH3:21])=[O:18])([CH3:4])([CH3:2])[CH3:3], predict the reactants needed to synthesize it. The reactants are: [C:1]([C:5]1[C:14]2[C:9](=[CH:10][CH:11]=[CH:12][CH:13]=2)[N:8]=[C:7]([CH3:15])[C:6]=1[C:16](=[O:22])[C:17]([O:19][CH2:20][CH3:21])=[O:18])([CH3:4])([CH3:3])[CH3:2].[BH4-].[Na+].